Dataset: Full USPTO retrosynthesis dataset with 1.9M reactions from patents (1976-2016). Task: Predict the reactants needed to synthesize the given product. (1) Given the product [CH2:4]([N:11]1[C@@H:16]2[C@H:17]([C:19]3[N:20]=[N:21][N:22]([CH2:24][C:25]([OH:27])([CH3:1])[CH3:26])[N:23]=3)[CH2:18][C@@:12]1([C:44]1[CH:49]=[CH:48][CH:47]=[CH:46][CH:45]=1)[C@H:13]([O:28][CH2:29][C:30]1[CH:35]=[C:34]([C:36]([F:37])([F:38])[F:39])[CH:33]=[C:32]([C:40]([F:42])([F:43])[F:41])[CH:31]=1)[CH2:14][CH2:15]2)[C:5]1[CH:10]=[CH:9][CH:8]=[CH:7][CH:6]=1, predict the reactants needed to synthesize it. The reactants are: [CH3:1][Mg]Br.[CH2:4]([N:11]1[C@@H:16]2[C@H:17]([C:19]3[N:20]=[N:21][N:22]([CH2:24][C:25](=[O:27])[CH3:26])[N:23]=3)[CH2:18][C@@:12]1([C:44]1[CH:49]=[CH:48][CH:47]=[CH:46][CH:45]=1)[C@H:13]([O:28][CH2:29][C:30]1[CH:35]=[C:34]([C:36]([F:39])([F:38])[F:37])[CH:33]=[C:32]([C:40]([F:43])([F:42])[F:41])[CH:31]=1)[CH2:14][CH2:15]2)[C:5]1[CH:10]=[CH:9][CH:8]=[CH:7][CH:6]=1. (2) Given the product [CH2:31]([N:6]1[C:5]([C:12]([C:14]2[CH:15]=[C:16]([CH:19]=[C:20]([CH3:22])[CH:21]=2)[C:17]#[N:18])=[O:13])=[C:4]([CH:1]([CH3:3])[CH3:2])[C:9](=[O:10])[NH:8][C:7]1=[O:11])[CH:30]([CH3:33])[CH3:32], predict the reactants needed to synthesize it. The reactants are: [CH:1]([C:4]1[C:9](=[O:10])[NH:8][C:7](=[O:11])[NH:6][C:5]=1[C:12]([C:14]1[CH:15]=[C:16]([CH:19]=[C:20]([CH3:22])[CH:21]=1)[C:17]#[N:18])=[O:13])([CH3:3])[CH3:2].C(=O)([O-])[O-].[K+].[K+].I[C:30]([CH3:33])([CH3:32])[CH3:31]. (3) Given the product [CH3:30][N:31]1[CH2:32][CH2:33][N:34]([C:37]2[CH:42]=[CH:41][C:40]([NH:43][CH:2]=[C:3]3[C:11]4[C:6](=[CH:7][C:8]([CH2:12][C:13]5[CH:14]=[C:15]([NH:19][C:20]([C:22]6[N:23]([CH3:28])[N:24]=[C:25]([CH3:27])[CH:26]=6)=[O:21])[CH:16]=[CH:17][CH:18]=5)=[CH:9][CH:10]=4)[NH:5][C:4]3=[O:29])=[CH:39][CH:38]=2)[CH2:35][CH2:36]1, predict the reactants needed to synthesize it. The reactants are: O[CH:2]=[C:3]1[C:11]2[C:6](=[CH:7][C:8]([CH2:12][C:13]3[CH:14]=[C:15]([NH:19][C:20]([C:22]4[N:23]([CH3:28])[N:24]=[C:25]([CH3:27])[CH:26]=4)=[O:21])[CH:16]=[CH:17][CH:18]=3)=[CH:9][CH:10]=2)[NH:5][C:4]1=[O:29].[CH3:30][N:31]1[CH2:36][CH2:35][N:34]([C:37]2[CH:42]=[CH:41][C:40]([NH2:43])=[CH:39][CH:38]=2)[CH2:33][CH2:32]1. (4) Given the product [Cl:1][C:2]1[CH:3]=[C:4]([CH:8]([C:9]([C:11]2[S:12][C:13]([Cl:16])=[CH:14][CH:15]=2)=[O:10])[CH2:21][CH2:20][C:19]([O:18][CH3:17])=[O:22])[CH:5]=[CH:6][CH:7]=1, predict the reactants needed to synthesize it. The reactants are: [Cl:1][C:2]1[CH:3]=[C:4]([CH2:8][C:9]([C:11]2[S:12][C:13]([Cl:16])=[CH:14][CH:15]=2)=[O:10])[CH:5]=[CH:6][CH:7]=1.[CH3:17][O:18][C:19](=[O:22])[CH:20]=[CH2:21].N12CCCN=C1CCCCC2. (5) Given the product [C:1]([C:5]1[CH:10]=[CH:9][C:8]([S:11]([NH:15][C:16]2[CH:21]=[CH:20][C:19]([Cl:22])=[CH:18][C:17]=2[C:23]([C:25]2[N:26]([CH3:30])[CH:27]=[CH:28][N:29]=2)=[O:24])(=[O:13])=[O:12])=[CH:7][CH:6]=1)([CH3:4])([CH3:3])[CH3:2], predict the reactants needed to synthesize it. The reactants are: [C:1]([C:5]1[CH:10]=[CH:9][C:8]([S:11](Cl)(=[O:13])=[O:12])=[CH:7][CH:6]=1)([CH3:4])([CH3:3])[CH3:2].[NH2:15][C:16]1[CH:21]=[CH:20][C:19]([Cl:22])=[CH:18][C:17]=1[C:23]([C:25]1[N:26]([CH3:30])[CH:27]=[CH:28][N:29]=1)=[O:24]. (6) Given the product [NH2:13][C:7]1[C:8]([C:11]([O:23][CH3:22])=[O:18])=[N:9][CH:10]=[C:5]([F:4])[CH:6]=1, predict the reactants needed to synthesize it. The reactants are: [Sn](Cl)Cl.[F:4][C:5]1[CH:6]=[C:7]([N+:13]([O-])=O)[C:8]([C:11]#N)=[N:9][CH:10]=1.Cl.S(Cl)(Cl)=[O:18].C[CH2:22][OH:23]. (7) Given the product [N+:22]([C:19]1[CH:20]=[CH:21][C:16]([O:1][C:2]2[CH:3]=[CH:4][C:5]([CH2:8][CH2:9][C:10]([O:12][CH2:13][CH3:14])=[O:11])=[CH:6][CH:7]=2)=[CH:17][CH:18]=1)([O-:24])=[O:23], predict the reactants needed to synthesize it. The reactants are: [OH:1][C:2]1[CH:7]=[CH:6][C:5]([CH2:8][CH2:9][C:10]([O:12][CH2:13][CH3:14])=[O:11])=[CH:4][CH:3]=1.F[C:16]1[CH:21]=[CH:20][C:19]([N+:22]([O-:24])=[O:23])=[CH:18][CH:17]=1.C(=O)([O-])[O-].[K+].[K+].O. (8) Given the product [C:1]([C:5]1[CH:9]=[C:8]([NH:10][C:11](=[O:36])[NH:12][C:13]2[C:22]3[C:17](=[CH:18][CH:19]=[CH:20][CH:21]=3)[C:16]([O:23][CH2:24][C:25]3[CH:30]=[CH:29][N:28]=[C:27]([NH:31][C:32](=[O:35])[CH2:33][N:57]4[CH2:58][CH2:59][N:54]([CH3:53])[CH2:55][CH2:56]4)[CH:26]=3)=[CH:15][CH:14]=2)[N:7]([C:37]2[CH:42]=[CH:41][C:40]([CH3:43])=[CH:39][CH:38]=2)[N:6]=1)([CH3:4])([CH3:3])[CH3:2], predict the reactants needed to synthesize it. The reactants are: [C:1]([C:5]1[CH:9]=[C:8]([NH:10][C:11](=[O:36])[NH:12][C:13]2[C:22]3[C:17](=[CH:18][CH:19]=[CH:20][CH:21]=3)[C:16]([O:23][CH2:24][C:25]3[CH:30]=[CH:29][N:28]=[C:27]([NH:31][C:32](=[O:35])[CH2:33]Cl)[CH:26]=3)=[CH:15][CH:14]=2)[N:7]([C:37]2[CH:42]=[CH:41][C:40]([CH3:43])=[CH:39][CH:38]=2)[N:6]=1)([CH3:4])([CH3:3])[CH3:2].CCN(C(C)C)C(C)C.[CH3:53][N:54]1[CH2:59][CH2:58][NH:57][CH2:56][CH2:55]1.